From a dataset of Forward reaction prediction with 1.9M reactions from USPTO patents (1976-2016). Predict the product of the given reaction. (1) The product is: [Cl:11][C:12]1[N:17]=[CH:16][C:15]([C:2]2[CH:3]=[CH:4][C:5](=[O:10])[N:6]([CH2:8][CH3:9])[CH:7]=2)=[CH:14][CH:13]=1. Given the reactants Br[C:2]1[CH:3]=[CH:4][C:5](=[O:10])[N:6]([CH2:8][CH3:9])[CH:7]=1.[Cl:11][C:12]1[N:17]=[CH:16][C:15](B(O)O)=[CH:14][CH:13]=1.C([O-])([O-])=O.[Cs+].[Cs+], predict the reaction product. (2) Given the reactants [CH3:1][C:2]1[N:7]=[C:6]([C:8]#[N:9])[CH:5]=[CH:4][CH:3]=1.[CH3:10][NH:11][NH2:12], predict the reaction product. The product is: [CH3:10][NH:11][N:12]=[C:8]([C:6]1[CH:5]=[CH:4][CH:3]=[C:2]([CH3:1])[N:7]=1)[NH2:9]. (3) Given the reactants [C:1]([C:4]1[CH:9]=[N:8][N:7]2[CH:10]=[C:11]([C:13]([O:15][CH2:16][CH3:17])=[O:14])[CH:12]=[C:6]2[C:5]=1Cl)(=[O:3])[NH2:2].[NH2:19][C@@H:20]1[CH2:25][CH2:24][N:23]([C:26]([O:28][C:29]([CH3:32])([CH3:31])[CH3:30])=[O:27])[CH2:22][C:21]1([CH3:34])[CH3:33], predict the reaction product. The product is: [C:29]([O:28][C:26]([N:23]1[CH2:24][CH2:25][C@@H:20]([NH:19][C:5]2[C:6]3[N:7]([CH:10]=[C:11]([C:13]([O:15][CH2:16][CH3:17])=[O:14])[CH:12]=3)[N:8]=[CH:9][C:4]=2[C:1](=[O:3])[NH2:2])[C:21]([CH3:34])([CH3:33])[CH2:22]1)=[O:27])([CH3:32])([CH3:30])[CH3:31]. (4) Given the reactants [C:1]([CH2:3][C:4]([O:6][CH3:7])=[O:5])#[N:2].O.O.O.O.O.O.O.O.O.[S-2:17].[Na+].[Na+].C([O:23][CH2:24][C:25]([CH2:27]Cl)=O)(=O)C.C(N(CC)CC)C, predict the reaction product. The product is: [NH2:2][C:1]1[S:17][CH:27]=[C:25]([CH2:24][OH:23])[C:3]=1[C:4]([O:6][CH3:7])=[O:5]. (5) Given the reactants [OH:1][C:2]1[N:3]=[CH:4][C:5]2[C:10]([CH:11]=1)=[CH:9][CH:8]=[CH:7][CH:6]=2.[S:12]1[CH:16]=[CH:15][C:14]2[C:17]([N:21]3[CH2:26][CH2:25][N:24]([CH2:27][CH2:28][CH2:29][Cl:30])[CH2:23][CH2:22]3)=[CH:18][CH:19]=[CH:20][C:13]1=2.C(=O)([O-])[O-].[K+].[K+].CN(C)C=O, predict the reaction product. The product is: [ClH:30].[S:12]1[CH:16]=[CH:15][C:14]2[C:17]([N:21]3[CH2:22][CH2:23][N:24]([CH2:27][CH2:28][CH2:29][O:1][C:2]4[N:3]=[CH:4][C:5]5[C:10]([CH:11]=4)=[CH:9][CH:8]=[CH:7][CH:6]=5)[CH2:25][CH2:26]3)=[CH:18][CH:19]=[CH:20][C:13]1=2. (6) The product is: [F:1][C:2]1[CH:3]=[C:4]([C@H:9]2[O:17][C@@H:10]2[CH2:11][OH:12])[CH:5]=[C:6]([F:8])[CH:7]=1. Given the reactants [F:1][C:2]1[CH:3]=[C:4]([CH:9]=[CH:10][CH2:11][OH:12])[CH:5]=[C:6]([F:8])[CH:7]=1.C([O:17]O)(C)(C)C.CCCCCCCCCC, predict the reaction product. (7) Given the reactants [F:1][C:2]([F:30])([F:29])[CH:3]([N:7]1[CH:11]=[C:10]([C:12]2[C:13]3[CH:20]=[CH:19][N:18](COCC[Si](C)(C)C)[C:14]=3[N:15]=[CH:16][N:17]=2)[CH:9]=[N:8]1)[CH2:4][C:5]#[N:6].C1COCC1.C([O-])(O)=O.[Na+].C(O)C.[OH-].[NH4+], predict the reaction product. The product is: [F:30][C:2]([F:1])([F:29])[CH:3]([N:7]1[CH:11]=[C:10]([C:12]2[C:13]3[CH:20]=[CH:19][NH:18][C:14]=3[N:15]=[CH:16][N:17]=2)[CH:9]=[N:8]1)[CH2:4][C:5]#[N:6]. (8) The product is: [CH3:1][N:2]1[C:11](=[O:12])[C:10]2[N:9]([CH2:13][C:14]3[CH:19]=[CH:18][CH:17]=[CH:16][C:15]=3[C:20]#[N:21])[C:8]([Cl:30])=[N:7][C:6]=2[N:5]([CH2:22][O:23][CH2:24][CH2:25][Si:26]([CH3:28])([CH3:27])[CH3:29])[C:3]1=[O:4]. Given the reactants [CH3:1][N:2]1[C:11](=[O:12])[C:10]2[N:9]([CH2:13][C:14]3[CH:19]=[CH:18][CH:17]=[CH:16][C:15]=3[C:20]#[N:21])[CH:8]=[N:7][C:6]=2[N:5]([CH2:22][O:23][CH2:24][CH2:25][Si:26]([CH3:29])([CH3:28])[CH3:27])[C:3]1=[O:4].[Cl:30]N1C(=O)CCC1=O, predict the reaction product.